From a dataset of NCI-60 drug combinations with 297,098 pairs across 59 cell lines. Regression. Given two drug SMILES strings and cell line genomic features, predict the synergy score measuring deviation from expected non-interaction effect. (1) Drug 1: CC1OCC2C(O1)C(C(C(O2)OC3C4COC(=O)C4C(C5=CC6=C(C=C35)OCO6)C7=CC(=C(C(=C7)OC)O)OC)O)O. Drug 2: C1CN1P(=S)(N2CC2)N3CC3. Cell line: K-562. Synergy scores: CSS=42.7, Synergy_ZIP=-10.3, Synergy_Bliss=-6.96, Synergy_Loewe=-8.30, Synergy_HSA=-2.50. (2) Drug 1: CN(C)C1=NC(=NC(=N1)N(C)C)N(C)C. Drug 2: COC1=NC(=NC2=C1N=CN2C3C(C(C(O3)CO)O)O)N. Cell line: UACC-257. Synergy scores: CSS=-4.50, Synergy_ZIP=3.76, Synergy_Bliss=3.10, Synergy_Loewe=-2.64, Synergy_HSA=-2.56.